Predict which catalyst facilitates the given reaction. From a dataset of Catalyst prediction with 721,799 reactions and 888 catalyst types from USPTO. (1) Reactant: [C:1]([O:5][C:6]([NH:8][C:9]1[C:10]([C:31]([N:33]2[CH2:37][CH2:36][CH2:35][C@H:34]2[CH2:38][OH:39])=[O:32])=[CH:11][C:12]([O:29][CH3:30])=[C:13]([CH:28]=1)[O:14][CH2:15][CH2:16][CH2:17][CH2:18][CH2:19][C:20]([O:22][CH2:23][C:24]([Cl:27])([Cl:26])[Cl:25])=[O:21])=[O:7])([CH3:4])([CH3:3])[CH3:2].[C:40](OC(=O)C)(=[O:42])[CH3:41].C(N(CC)CC)C.CO. Product: [C:40]([O:39][CH2:38][C@@H:34]1[CH2:35][CH2:36][CH2:37][N:33]1[C:31]([C:10]1[C:9]([NH:8][C:6]([O:5][C:1]([CH3:4])([CH3:3])[CH3:2])=[O:7])=[CH:28][C:13]([O:14][CH2:15][CH2:16][CH2:17][CH2:18][CH2:19][C:20]([O:22][CH2:23][C:24]([Cl:27])([Cl:25])[Cl:26])=[O:21])=[C:12]([O:29][CH3:30])[CH:11]=1)=[O:32])(=[O:42])[CH3:41]. The catalyst class is: 124. (2) Reactant: Cl[S:2]([CH2:5][CH2:6][CH2:7][NH:8][C:9](=[O:11])[CH3:10])(=[O:4])=[O:3].C(N(CC)CC)C.[OH:19][CH2:20][C:21]([CH3:38])([CH3:37])[C@@H:22]([O:29][Si:30]([CH3:36])([CH3:35])[C:31]([CH3:34])([CH3:33])[CH3:32])/[CH:23]=[CH:24]/[C:25]([O:27][CH3:28])=[O:26]. Product: [C:9]([NH:8][CH2:7][CH2:6][CH2:5][S:2]([O:19][CH2:20][C:21]([CH3:38])([CH3:37])[C@@H:22]([O:29][Si:30]([CH3:36])([CH3:35])[C:31]([CH3:32])([CH3:34])[CH3:33])/[CH:23]=[CH:24]/[C:25]([O:27][CH3:28])=[O:26])(=[O:4])=[O:3])(=[O:11])[CH3:10]. The catalyst class is: 154. (3) Reactant: Br[CH2:2][C:3]([C:5]1[CH:6]=[C:7]2[C:11](=[CH:12][CH:13]=1)[NH:10][C:9]1[N:14]=[C:15](Cl)[CH:16]=[CH:17][C:8]2=1)=O.[O-]P([O-])([O-])=O.[K+].[K+].[K+].[CH3:27][OH:28]. Product: [CH3:27][O:28][C:8]1[CH:17]=[CH:16][C:3]([C:5]2[CH:6]=[C:7]3[C:11](=[CH:12][CH:13]=2)[NH:10][C:9]2[N:14]=[CH:15][C:16]([CH:2]=[CH:3][C:5]4[CH:13]=[CH:12][CH:11]=[CH:7][CH:6]=4)=[CH:17][C:8]3=2)=[CH:2][CH:9]=1. The catalyst class is: 318. (4) Reactant: [CH:1]1[C:10]2[C:5](=[CH:6][CH:7]=[CH:8][CH:9]=2)[CH:4]=[C:3]([OH:11])[C:2]=1[OH:12].Cl[C:14]1[C:23]2[C:18](=[CH:19][C:20]([O:26][CH3:27])=[C:21]([O:24][CH3:25])[CH:22]=2)[N:17]=[CH:16][CH:15]=1.O. Product: [CH3:25][O:24][C:21]1[CH:22]=[C:23]2[C:18](=[CH:19][C:20]=1[O:26][CH3:27])[N:17]=[CH:16][CH:15]=[C:14]2[O:12][C:2]1[C:3]([OH:11])=[CH:4][C:5]2[C:10]([CH:1]=1)=[CH:9][CH:8]=[CH:7][CH:6]=2. The catalyst class is: 420. (5) Reactant: [C:1]([C:5]1[CH:10]=[CH:9][C:8]([S:11]([NH:14][C:15]2[CH:19]=[CH:18][S:17][C:16]=2[C:20]([O:22]C)=[O:21])(=[O:13])=[O:12])=[C:7]([CH3:24])[CH:6]=1)([CH3:4])([CH3:3])[CH3:2].[OH-].[Li+]. Product: [C:1]([C:5]1[CH:10]=[CH:9][C:8]([S:11]([NH:14][C:15]2[CH:19]=[CH:18][S:17][C:16]=2[C:20]([OH:22])=[O:21])(=[O:12])=[O:13])=[C:7]([CH3:24])[CH:6]=1)([CH3:4])([CH3:3])[CH3:2]. The catalyst class is: 83.